From a dataset of Peptide-MHC class II binding affinity with 134,281 pairs from IEDB. Regression. Given a peptide amino acid sequence and an MHC pseudo amino acid sequence, predict their binding affinity value. This is MHC class II binding data. (1) The peptide sequence is DCLKNSADTISSYFVGKM. The MHC is DRB1_0401 with pseudo-sequence DRB1_0401. The binding affinity (normalized) is 0.111. (2) The peptide sequence is IAAMMTSPLSVASMT. The MHC is HLA-DPA10201-DPB11401 with pseudo-sequence HLA-DPA10201-DPB11401. The binding affinity (normalized) is 0.750. (3) The peptide sequence is PELVPEDPEDSA. The MHC is DRB1_0301 with pseudo-sequence DRB1_0301. The binding affinity (normalized) is 0.0632. (4) The peptide sequence is KYKTFEAAFTVSSKR. The MHC is DRB1_1101 with pseudo-sequence DRB1_1101. The binding affinity (normalized) is 0.396. (5) The peptide sequence is GDTMAEVELREHGSD. The MHC is DRB1_1602 with pseudo-sequence DRB1_1602. The binding affinity (normalized) is 0.761. (6) The peptide sequence is GAVDIINKWQVVAPQ. The MHC is DRB1_0301 with pseudo-sequence DRB1_0301. The binding affinity (normalized) is 0.126. (7) The peptide sequence is GMKVKNTIAATSFAA. The MHC is HLA-DPA10103-DPB10401 with pseudo-sequence HLA-DPA10103-DPB10401. The binding affinity (normalized) is 0.658.